From a dataset of Forward reaction prediction with 1.9M reactions from USPTO patents (1976-2016). Predict the product of the given reaction. (1) Given the reactants Cl.[NH2:2][OH:3].C([O-])(=O)C.[Na+].[CH3:9][N:10]1[CH2:15][CH2:14][CH2:13][CH2:12][C:11]1=O, predict the reaction product. The product is: [CH3:9][N:10]1[CH2:15][CH2:14][C:13](=[N:2][OH:3])[CH2:12][CH2:11]1. (2) Given the reactants [NH2:1][C:2]1[CH:7]=[CH:6][C:5]([OH:8])=[C:4]([F:9])[CH:3]=1.CC(C)([O-])C.[K+].C(=O)([O-])[O-].[K+].[K+].[Cl:22][C:23]1[N:28]=[C:27]2[NH:29][CH:30]=[CH:31][C:26]2=[C:25]([N+]([O-])=O)[CH:24]=1, predict the reaction product. The product is: [Cl:22][C:23]1[N:28]=[C:27]2[NH:29][CH:30]=[CH:31][C:26]2=[C:25]([O:8][C:5]2[CH:6]=[CH:7][C:2]([NH2:1])=[CH:3][C:4]=2[F:9])[CH:24]=1. (3) Given the reactants Br[C:2]1[CH:14]=[C:13]2[C:5]([CH:6]=[CH:7][C:8]3[S:9][C:10]([Cl:15])=[CH:11][C:12]=32)=[CH:4][CH:3]=1.C[Li].C([Li])CCC.[CH3:23][C:24]1([O:27][CH2:26]1)[CH3:25].B(F)(F)F.CCOCC, predict the reaction product. The product is: [Cl:15][C:10]1[S:9][C:8]2[CH:7]=[CH:6][C:5]3[C:13]([C:12]=2[CH:11]=1)=[CH:14][C:2]([CH2:23][C:24]([CH3:26])([OH:27])[CH3:25])=[CH:3][CH:4]=3. (4) Given the reactants [C:1]([O:9][CH2:10][CH3:11])(=[O:8])[CH2:2][C:3]([O:5][CH2:6][CH3:7])=[O:4].[H-].[Na+].[C:14](=[S:16])=[S:15].[CH3:17][O:18][C:19]1[CH:26]=[CH:25][C:22]([CH2:23]Cl)=[CH:21][CH:20]=1, predict the reaction product. The product is: [CH3:17][O:18][C:19]1[CH:26]=[CH:25][C:22]([CH2:23][S:15][C:14]([S:16][CH2:23][C:22]2[CH:25]=[CH:26][C:19]([O:18][CH3:17])=[CH:20][CH:21]=2)=[C:2]([C:3]([O:5][CH2:6][CH3:7])=[O:4])[C:1]([O:9][CH2:10][CH3:11])=[O:8])=[CH:21][CH:20]=1. (5) Given the reactants [F:1][C:2]1[CH:3]=[C:4]2[C:9](=[CH:10][CH:11]=1)[NH:8][C:7](=[O:12])[CH:6]=[CH:5]2.[H-].[Na+].Br[CH2:16][CH2:17][CH2:18]Cl.C([O-])([O-])=O.[K+].[K+].[CH2:26]([CH:30]1[CH2:35][CH2:34][NH:33][CH2:32][CH2:31]1)[CH2:27][CH2:28][CH3:29], predict the reaction product. The product is: [CH2:26]([CH:30]1[CH2:35][CH2:34][N:33]([CH2:16][CH2:17][CH2:18][N:8]2[C:9]3[C:4](=[CH:3][C:2]([F:1])=[CH:11][CH:10]=3)[CH:5]=[CH:6][C:7]2=[O:12])[CH2:32][CH2:31]1)[CH2:27][CH2:28][CH3:29]. (6) Given the reactants Cl[C:2]1[N:7]2[C:8](=[O:11])[NH:9][N:10]=[C:6]2[C:5]([C:12]2[CH:17]=[CH:16][C:15]([Cl:18])=[CH:14][CH:13]=2)=[C:4]([C:19]2[CH:24]=[CH:23][C:22]([Cl:25])=[CH:21][CH:20]=2)[N:3]=1.[Cl-].[F:27][C:28]([F:38])([F:37])[C:29]1[CH:36]=[CH:35][C:32]([CH2:33]Br)=[CH:31][CH:30]=1.ClC1C=CC(C2N=C([N:52]3[CH2:55][C:54]([NH:59][CH2:60][CH3:61])(C(N)=O)[CH2:53]3)N3C(=O)N(CC)N=C3C=2C2C=CC(Cl)=CC=2)=CC=1, predict the reaction product. The product is: [Cl:25][C:22]1[CH:23]=[CH:24][C:19]([C:4]2[N:3]=[C:2]([N:59]3[CH2:54][CH2:55][N:52]([CH3:53])[CH2:61][CH2:60]3)[N:7]3[C:8](=[O:11])[N:9]([CH2:33][C:32]4[CH:35]=[CH:36][C:29]([C:28]([F:38])([F:37])[F:27])=[CH:30][CH:31]=4)[N:10]=[C:6]3[C:5]=2[C:12]2[CH:13]=[CH:14][C:15]([Cl:18])=[CH:16][CH:17]=2)=[CH:20][CH:21]=1. (7) The product is: [CH2:1]([O:4][C:5]1[CH:6]=[CH:7][C:8]([S:11]([N:14]2[C:22](=[O:23])[C:21]3[C:20](=[CH:19][C:18]([Cl:17])=[CH:26][CH:25]=3)[NH:27][C:15]2=[O:16])(=[O:13])=[O:12])=[CH:9][CH:10]=1)[CH:2]=[CH2:3]. Given the reactants [CH2:1]([O:4][C:5]1[CH:10]=[CH:9][C:8]([S:11]([N:14]=[C:15]=[O:16])(=[O:13])=[O:12])=[CH:7][CH:6]=1)[CH:2]=[CH2:3].[Cl:17][C:18]1[CH:19]=[C:20]([NH2:27])[C:21](=[CH:25][CH:26]=1)[C:22](O)=[O:23], predict the reaction product. (8) Given the reactants [Cl:1][C:2]1[N:7]=[C:6]2[C:8](I)=[N:9][N:10]([CH3:11])[C:5]2=[CH:4][CH:3]=1.[N:13]1[CH:18]=[CH:17][CH:16]=[C:15](B(O)O)[CH:14]=1, predict the reaction product. The product is: [Cl:1][C:2]1[N:7]=[C:6]2[C:8]([C:15]3[CH:14]=[N:13][CH:18]=[CH:17][CH:16]=3)=[N:9][N:10]([CH3:11])[C:5]2=[CH:4][CH:3]=1. (9) Given the reactants [NH:1]1[CH2:4][CH:3]([C:5]([O:7][C:8]([CH3:11])([CH3:10])[CH3:9])=[O:6])[CH2:2]1.[C:12]([CH2:14][C:15](=[NH:19])OCC)#[N:13], predict the reaction product. The product is: [C:12]([CH2:14][C:15]([N:1]1[CH2:2][CH:3]([C:5]([O:7][C:8]([CH3:11])([CH3:10])[CH3:9])=[O:6])[CH2:4]1)=[NH:19])#[N:13].